This data is from Reaction yield outcomes from USPTO patents with 853,638 reactions. The task is: Predict the reaction yield, written as a fraction of the theoretical maximum amount of product (1.0 means a 100% yield; for example, 0.34 means a 34% yield). (1) The reactants are [ClH:1].O1CCOCC1.OC(C(F)(F)F)=O.[F:15][C:16]1[CH:48]=[CH:47][C:19]2[N:20]=[C:21]([NH:23][C:24]([N:26]3[CH2:31][CH2:30][N:29](C(OC(C)(C)C)=O)[CH2:28][CH:27]3[CH2:39][O:40][C:41]3[CH:42]=[N:43][CH:44]=[CH:45][CH:46]=3)=[O:25])[S:22][C:18]=2[CH:17]=1. The catalyst is CO. The product is [ClH:1].[ClH:1].[F:15][C:16]1[CH:48]=[CH:47][C:19]2[N:20]=[C:21]([NH:23][C:24]([N:26]3[CH2:31][CH2:30][NH:29][CH2:28][CH:27]3[CH2:39][O:40][C:41]3[CH:42]=[N:43][CH:44]=[CH:45][CH:46]=3)=[O:25])[S:22][C:18]=2[CH:17]=1. The yield is 0.900. (2) The reactants are C(=O)(O)[O-].[Na+:5].[C:6]([O:10][C:11](=[O:26])[CH2:12]/[C:13](=[CH:17]\[CH2:18][CH2:19][C:20]1[CH:25]=[CH:24][CH:23]=[CH:22][CH:21]=1)/[C:14]([OH:16])=[O:15])([CH3:9])([CH3:8])[CH3:7]. The catalyst is CO.O. The product is [Na+:5].[C:6]([O:10][C:11](=[O:26])[CH2:12][C@@H:13]([CH2:17][CH2:18][CH2:19][C:20]1[CH:21]=[CH:22][CH:23]=[CH:24][CH:25]=1)[C:14]([O-:16])=[O:15])([CH3:9])([CH3:7])[CH3:8]. The yield is 0.610.